From a dataset of Reaction yield outcomes from USPTO patents with 853,638 reactions. Predict the reaction yield, written as a fraction of the theoretical maximum amount of product (1.0 means a 100% yield; for example, 0.34 means a 34% yield). (1) The reactants are [CH2:1]([NH:3][C:4]1[N:5]=[CH:6][C:7]2[C:16](=[O:17])[N:15]([C:18]3[CH:19]=[C:20]([CH:28]=[CH:29][CH:30]=3)[O:21]N3CCCCC3)[CH2:14][CH:13]3[N:9]([CH2:10][CH2:11][CH2:12]3)[C:8]=2[N:31]=1)[CH3:2].Cl.O1[CH2:38][CH2:37]OCC1. The catalyst is O1CCOCC1. The product is [CH2:1]([NH:3][C:4]1[N:5]=[CH:6][C:7]2[C:16](=[O:17])[N:15]([C:18]3[CH:30]=[CH:29][CH:28]=[C:20]([O:21][CH:38]4[CH2:37][CH2:4][NH:3][CH2:1][CH2:2]4)[CH:19]=3)[CH2:14][C@H:13]3[N:9]([CH2:10][CH2:11][CH2:12]3)[C:8]=2[N:31]=1)[CH3:2]. The yield is 0.820. (2) The reactants are [NH2:1][C:2]1[CH:7]=[CH:6][C:5]([S:8][CH2:9][C:10]2[CH:15]=[CH:14][CH:13]=[CH:12][CH:11]=2)=[CH:4][C:3]=1/[CH:16]=[CH:17]/[C:18]([O:20][CH2:21][CH3:22])=[O:19].[Br:23][C:24]1[CH:29]=[C:28]([O:30][CH3:31])[C:27](I)=[CH:26][C:25]=1[F:33].C([O-])([O-])=O.[Cs+].[Cs+].CC1(C)C2C(=C(P(C3C=CC=CC=3)C3C=CC=CC=3)C=CC=2)OC2C(P(C3C=CC=CC=3)C3C=CC=CC=3)=CC=CC1=2. The catalyst is C1(C)C=CC=CC=1.ClCCl.C1C=CC(/C=C/C(/C=C/C2C=CC=CC=2)=O)=CC=1.C1C=CC(/C=C/C(/C=C/C2C=CC=CC=2)=O)=CC=1.C1C=CC(/C=C/C(/C=C/C2C=CC=CC=2)=O)=CC=1.[Pd].[Pd]. The product is [CH2:9]([S:8][C:5]1[CH:6]=[CH:7][C:2]([NH:1][C:27]2[CH:26]=[C:25]([F:33])[C:24]([Br:23])=[CH:29][C:28]=2[O:30][CH3:31])=[C:3](/[CH:16]=[CH:17]/[C:18]([O:20][CH2:21][CH3:22])=[O:19])[CH:4]=1)[C:10]1[CH:15]=[CH:14][CH:13]=[CH:12][CH:11]=1. The yield is 0.710. (3) The reactants are [SH:1][C:2]1[CH:10]=[C:9]([O:11][CH3:12])[CH:8]=[CH:7][C:3]=1[C:4]([OH:6])=O.[C:13]([C:15]1[N:20]=[C:19]([CH2:21][CH2:22][C:23]([O:25][C:26]([CH3:29])([CH3:28])[CH3:27])=[O:24])[CH:18]=[CH:17][CH:16]=1)#[N:14]. The catalyst is N1C=CC=CC=1. The product is [CH3:12][O:11][C:9]1[CH:8]=[CH:7][C:3]2[C:4](=[O:6])[N:14]=[C:13]([C:15]3[N:20]=[C:19]([CH2:21][CH2:22][C:23]([O:25][C:26]([CH3:29])([CH3:28])[CH3:27])=[O:24])[CH:18]=[CH:17][CH:16]=3)[S:1][C:2]=2[CH:10]=1. The yield is 0.460. (4) The reactants are [CH2:1]([N:8]1[CH2:12][C@@H:11]([C:13](OCC)=[O:14])[C@H:10]([C:18](OCC)=[O:19])[CH2:9]1)[C:2]1[CH:7]=[CH:6][CH:5]=[CH:4][CH:3]=1.[H-].[Al+3].[Li+].[H-].[H-].[H-].O.O.O.O.O.O.O.O.O.O.S([O-])([O-])(=O)=O.[Na+].[Na+].C(Cl)(Cl)Cl. The catalyst is C1COCC1. The product is [CH2:1]([N:8]1[CH2:12][C@@H:11]([CH2:13][OH:14])[C@H:10]([CH2:18][OH:19])[CH2:9]1)[C:2]1[CH:3]=[CH:4][CH:5]=[CH:6][CH:7]=1. The yield is 0.939. (5) The reactants are Br[C:2]1[C:6]([CH3:8])([CH3:7])[O:5]/[C:4](=[C:9]2/[C:10](=[O:19])[NH:11][C:12]3[C:17]/2=[CH:16][CH:15]=[C:14]([F:18])[CH:13]=3)/[CH:3]=1.[CH:20]([C:22]1[CH:27]=[CH:26][C:25](B(O)O)=[CH:24][CH:23]=1)=[O:21].C(=O)([O-])[O-].[K+].[K+].C(OCC)(=O)C. The catalyst is C1COCC1.C1(P(C2C=CC=CC=2)C2C=CC=CC=2)C=CC=CC=1.C1(P(C2C=CC=CC=2)C2C=CC=CC=2)C=CC=CC=1.C1(P(C2C=CC=CC=2)C2C=CC=CC=2)C=CC=CC=1.C1(P(C2C=CC=CC=2)C2C=CC=CC=2)C=CC=CC=1.[Pd]. The product is [F:18][C:14]1[CH:13]=[C:12]2[C:17](/[C:9](=[C:4]3/[CH:3]=[C:2]([C:25]4[CH:26]=[CH:27][C:22]([CH:20]=[O:21])=[CH:23][CH:24]=4)[C:6]([CH3:8])([CH3:7])[O:5]/3)/[C:10](=[O:19])[NH:11]2)=[CH:16][CH:15]=1. The yield is 0.510. (6) The reactants are I[C:2]1[CH:9]=[CH:8][C:5]([C:6]#[N:7])=[CH:4][CH:3]=1.[C:10]([O:14][CH2:15][CH3:16])(=[O:13])[C:11]#[CH:12].C(=O)([O-])[O-].[K+].[K+]. The catalyst is Cl[Pd](Cl)([P](C1C=CC=CC=1)(C1C=CC=CC=1)C1C=CC=CC=1)[P](C1C=CC=CC=1)(C1C=CC=CC=1)C1C=CC=CC=1.[Cu]I.C1COCC1. The product is [C:6]([C:5]1[CH:8]=[CH:9][C:2]([C:12]#[C:11][C:10]([O:14][CH2:15][CH3:16])=[O:13])=[CH:3][CH:4]=1)#[N:7]. The yield is 0.450. (7) The reactants are [Br:1][C:2]1[CH:3]=[CH:4][CH:5]=[C:6]2[C:10]=1[NH:9][C:8]([C:11]([F:14])([F:13])[F:12])=[C:7]2[CH2:15][CH2:16][CH2:17][O:18][C:19]1[CH:24]=[C:23]([CH3:25])[C:22]([Cl:26])=[C:21]([CH3:27])[CH:20]=1.Br[CH2:29][C:30]1[CH:31]=[C:32]([CH:37]=[CH:38][CH:39]=1)[C:33]([O:35][CH3:36])=[O:34].C([O-])([O-])=O.[Cs+].[Cs+]. The catalyst is C(#N)C. The product is [Br:1][C:2]1[CH:3]=[CH:4][CH:5]=[C:6]2[C:10]=1[N:9]([CH2:29][C:30]1[CH:31]=[C:32]([CH:37]=[CH:38][CH:39]=1)[C:33]([O:35][CH3:36])=[O:34])[C:8]([C:11]([F:12])([F:13])[F:14])=[C:7]2[CH2:15][CH2:16][CH2:17][O:18][C:19]1[CH:24]=[C:23]([CH3:25])[C:22]([Cl:26])=[C:21]([CH3:27])[CH:20]=1. The yield is 0.860. (8) The reactants are [F:1][C:2]1[CH:7]=[CH:6][C:5]([C:8]2[C:12]([C:13]3[CH:18]=[CH:17][N:16]=[C:15](C(N)=O)[CH:14]=3)=[CH:11][NH:10][N:9]=2)=[CH:4][CH:3]=1.C[O:23][CH:24]([O:28][CH3:29])N(C)C. The catalyst is CO. The product is [F:1][C:2]1[CH:3]=[CH:4][C:5]([C:8]2[C:12]([C:13]3[CH:18]=[CH:17][N:16]=[C:15]([C:24]([O:28][CH3:29])=[O:23])[CH:14]=3)=[CH:11][NH:10][N:9]=2)=[CH:6][CH:7]=1. The yield is 0.690. (9) The reactants are [Cl:1][C:2]1[CH:3]=[C:4]([N:10]2[CH:22]([CH:23]3[CH2:27][CH2:26][CH2:25][CH2:24]3)[CH:21]3[C:12]([C:13]4[CH:14]=[CH:15][C:16]([C:28](O)=[O:29])=[N:17][C:18]=4[CH2:19][CH2:20]3)=[N:11]2)[CH:5]=[CH:6][C:7]=1[C:8]#[N:9].[CH2:31]([CH2:33][NH2:34])[OH:32].CCN(C(C)C)C(C)C.CN(C(ON1N=NC2C=CC=NC1=2)=[N+](C)C)C.F[P-](F)(F)(F)(F)F. The catalyst is ClCCl.O.CN(C=O)C. The product is [Cl:1][C:2]1[CH:3]=[C:4]([N:10]2[CH:22]([CH:23]3[CH2:24][CH2:25][CH2:26][CH2:27]3)[CH:21]3[C:12]([C:13]4[CH:14]=[CH:15][C:16]([C:28]([NH:34][CH2:33][CH2:31][OH:32])=[O:29])=[N:17][C:18]=4[CH2:19][CH2:20]3)=[N:11]2)[CH:5]=[CH:6][C:7]=1[C:8]#[N:9]. The yield is 0.192.